This data is from Reaction yield outcomes from USPTO patents with 853,638 reactions. The task is: Predict the reaction yield, written as a fraction of the theoretical maximum amount of product (1.0 means a 100% yield; for example, 0.34 means a 34% yield). (1) The reactants are [F:1][C:2]1[CH:10]=[CH:9][CH:8]=[C:7]2[C:3]=1[CH:4]([CH2:14][C:15]([CH:17]1[CH2:22][CH2:21][CH:20]([OH:23])[CH2:19][CH2:18]1)=[O:16])[N:5]1[CH:13]=[N:12][CH:11]=[C:6]12.[C:24](OC(=O)C)(=[O:26])[CH3:25]. The catalyst is C(Cl)Cl.CN(C)C1C=CN=CC=1. The product is [C:24]([O:23][CH:20]1[CH2:21][CH2:22][CH:17]([C:15](=[O:16])[CH2:14][CH:4]2[C:3]3[C:7](=[CH:8][CH:9]=[CH:10][C:2]=3[F:1])[C:6]3=[CH:11][N:12]=[CH:13][N:5]23)[CH2:18][CH2:19]1)(=[O:26])[CH3:25]. The yield is 0.940. (2) The reactants are [C:1]([C:4]1[CH:26]=[CH:25][C:7]([C:8]([NH:10][C:11]2[CH:16]=[CH:15][CH:14]=[CH:13][C:12]=2[NH:17][C:18](=[O:24])[O:19][C:20]([CH3:23])([CH3:22])[CH3:21])=[O:9])=[CH:6][CH:5]=1)(=[O:3])[CH3:2].[Cl:27][C:28]1[CH:35]=[CH:34][CH:33]=[C:32]([Cl:36])[C:29]=1[CH:30]=O.[OH-].[Na+]. The catalyst is CO. The product is [Cl:27][C:28]1[CH:35]=[CH:34][CH:33]=[C:32]([Cl:36])[C:29]=1[CH:30]=[CH:2][C:1]([C:4]1[CH:26]=[CH:25][C:7]([C:8]([NH:10][C:11]2[CH:16]=[CH:15][CH:14]=[CH:13][C:12]=2[NH:17][C:18](=[O:24])[O:19][C:20]([CH3:21])([CH3:22])[CH3:23])=[O:9])=[CH:6][CH:5]=1)=[O:3]. The yield is 0.850. (3) The catalyst is CCO.CCO.O. The yield is 0.580. The reactants are [O:1]1[CH2:6][CH2:5][CH:4]([CH2:7][NH2:8])[CH2:3][CH2:2]1.F[C:10]1[CH:15]=[CH:14][C:13]([NH:16][S:17]([C:20]2[CH:25]=[CH:24][CH:23]=[CH:22][CH:21]=2)(=[O:19])=[O:18])=[CH:12][C:11]=1[N+:26]([O-:28])=[O:27].C(N(CC)CC)C.O. The product is [N+:26]([C:11]1[CH:12]=[C:13]([NH:16][S:17]([C:20]2[CH:21]=[CH:22][CH:23]=[CH:24][CH:25]=2)(=[O:19])=[O:18])[CH:14]=[CH:15][C:10]=1[NH:8][CH2:7][CH:4]1[CH2:5][CH2:6][O:1][CH2:2][CH2:3]1)([O-:28])=[O:27]. (4) The reactants are [C:1]1(=[O:11])[NH:5][C:4](=[O:6])[C:3]2=[CH:7][CH:8]=[CH:9][CH:10]=[C:2]12.C1(P(C2C=CC=CC=2)C2C=CC=CC=2)C=CC=CC=1.[Cl:31][C:32]1[C:41]([C@H:42](O)[CH3:43])=[CH:40][C:39]2[C:34](=[C:35]([F:45])[CH:36]=[CH:37][CH:38]=2)[N:33]=1.CC(OC(/N=N/C(OC(C)C)=O)=O)C. The catalyst is C1COCC1. The product is [Cl:31][C:32]1[C:41]([C@@H:42]([N:5]2[C:1](=[O:11])[C:2]3[C:3](=[CH:7][CH:8]=[CH:9][CH:10]=3)[C:4]2=[O:6])[CH3:43])=[CH:40][C:39]2[C:34](=[C:35]([F:45])[CH:36]=[CH:37][CH:38]=2)[N:33]=1. The yield is 0.820. (5) The reactants are [Cl:1][C:2]1[CH:3]=[CH:4][C:5]([CH3:25])=[C:6]([N:8]2[C:12]([C:13]([O:15]CC)=[O:14])=[CH:11][C:10]([C:18](=O)/[CH:19]=[CH:20]/N(C)C)=[N:9]2)[CH:7]=1.C(=O)(O)O.[NH2:30][C:31]([NH2:33])=[NH:32]. The catalyst is CN(C=O)C. The product is [NH2:32][C:31]1[N:33]=[C:18]([C:10]2[CH:11]=[C:12]([C:13]([OH:15])=[O:14])[N:8]([C:6]3[CH:7]=[C:2]([Cl:1])[CH:3]=[CH:4][C:5]=3[CH3:25])[N:9]=2)[CH:19]=[CH:20][N:30]=1. The yield is 0.650. (6) The reactants are [H-].[Na+].[C:3](=[O:8])([O:6][CH3:7])OC.[Cl:9][C:10]1[CH:30]=[CH:29][C:13]([CH2:14][C:15]2[N:16]=[C:17]([C:23]3[CH:28]=[CH:27][N:26]=[CH:25][CH:24]=3)[S:18][C:19]=2[C:20](=[O:22])[CH3:21])=[CH:12][CH:11]=1.[CH2:31]1COCC1. No catalyst specified. The product is [Cl:9][C:10]1[CH:11]=[CH:12][C:13]([CH2:14][C:15]2[N:16]=[C:17]([C:23]3[CH:28]=[CH:27][N:26]=[CH:25][CH:24]=3)[S:18][C:19]=2[C:20](=[O:22])[CH2:21][C:3]([O:6][CH2:7][CH3:31])=[O:8])=[CH:29][CH:30]=1. The yield is 0.250.